This data is from Catalyst prediction with 721,799 reactions and 888 catalyst types from USPTO. The task is: Predict which catalyst facilitates the given reaction. (1) Reactant: [CH2:1]([N:4]1[CH2:7][CH:6]([C:8]2[CH:13]=[CH:12][C:11]([NH2:14])=[CH:10][CH:9]=2)[CH2:5]1)[CH2:2][CH3:3].[F:15][CH2:16][C@@H:17]([C:19]1[CH:24]=[CH:23][C:22]([S:25](Cl)(=[O:27])=[O:26])=[CH:21][CH:20]=1)[CH3:18]. Product: [F:15][CH2:16][C@@H:17]([C:19]1[CH:24]=[CH:23][C:22]([S:25]([NH:14][C:11]2[CH:10]=[CH:9][C:8]([CH:6]3[CH2:5][N:4]([CH2:1][CH2:2][CH3:3])[CH2:7]3)=[CH:13][CH:12]=2)(=[O:27])=[O:26])=[CH:21][CH:20]=1)[CH3:18]. The catalyst class is: 202. (2) Reactant: [CH3:1][N:2]1[C:6]([C:7]2[CH:8]=[C:9]3[N:15]([CH2:16][C:17]4([F:25])[CH2:22][CH2:21][C:20]([F:24])([F:23])[CH2:19][CH2:18]4)[CH:14]=[CH:13][C:10]3=[N:11][CH:12]=2)=[C:5]([CH3:26])[N:4]=[N:3]1.[I:27]N1C(=O)CCC1=O. Product: [CH3:1][N:2]1[C:6]([C:7]2[CH:8]=[C:9]3[N:15]([CH2:16][C:17]4([F:25])[CH2:22][CH2:21][C:20]([F:23])([F:24])[CH2:19][CH2:18]4)[CH:14]=[C:13]([I:27])[C:10]3=[N:11][CH:12]=2)=[C:5]([CH3:26])[N:4]=[N:3]1. The catalyst class is: 10. (3) Reactant: C[O:2][C:3]1[CH:4]=[C:5]2[C:10](=[CH:11][CH:12]=1)[C:9]([O:13][C:14]1[CH:28]=[CH:27][C:17]([O:18][CH2:19][CH2:20][N:21]3[CH2:26][CH2:25][CH2:24][CH2:23][CH2:22]3)=[CH:16][CH:15]=1)=[C:8]([C:29]1[CH:34]=[CH:33][C:32]([S:35][CH3:36])=[C:31]([CH3:37])[CH:30]=1)[CH:7]=[CH:6]2.Cl.B(Br)(Br)Br.O. Product: [CH3:37][C:31]1[CH:30]=[C:29]([C:8]2[C:9]([O:13][C:14]3[CH:28]=[CH:27][C:17]([O:18][CH2:19][CH2:20][N:21]4[CH2:26][CH2:25][CH2:24][CH2:23][CH2:22]4)=[CH:16][CH:15]=3)=[C:10]3[C:5](=[CH:6][CH:7]=2)[CH:4]=[C:3]([OH:2])[CH:12]=[CH:11]3)[CH:34]=[CH:33][C:32]=1[S:35][CH3:36]. The catalyst class is: 698.